This data is from HIV replication inhibition screening data with 41,000+ compounds from the AIDS Antiviral Screen. The task is: Binary Classification. Given a drug SMILES string, predict its activity (active/inactive) in a high-throughput screening assay against a specified biological target. The molecule is C=C(C)CCC1C[CH-][N+](=O)OC1C(C)(C)C. The result is 0 (inactive).